From a dataset of Full USPTO retrosynthesis dataset with 1.9M reactions from patents (1976-2016). Predict the reactants needed to synthesize the given product. Given the product [C:25]([N:22]1[CH2:23][CH2:24][CH:19]([C:5]2[N:6]3[C:11]([C:10](=[O:12])[NH:9][C:8]([C:13]4[CH:18]=[CH:17][CH:16]=[CH:15][CH:14]=4)=[N:7]3)=[C:3]([CH2:1][CH3:2])[N:4]=2)[CH2:20][CH2:21]1)(=[O:32])[C:26]1[CH:31]=[CH:30][CH:29]=[CH:28][CH:27]=1, predict the reactants needed to synthesize it. The reactants are: [CH2:1]([C:3]1[N:4]=[C:5]([CH:19]2[CH2:24][CH2:23][NH:22][CH2:21][CH2:20]2)[N:6]2[C:11]=1[C:10](=[O:12])[NH:9][C:8]([C:13]1[CH:18]=[CH:17][CH:16]=[CH:15][CH:14]=1)=[N:7]2)[CH3:2].[C:25](Cl)(=[O:32])[C:26]1[CH:31]=[CH:30][CH:29]=[CH:28][CH:27]=1.